From a dataset of Catalyst prediction with 721,799 reactions and 888 catalyst types from USPTO. Predict which catalyst facilitates the given reaction. (1) Reactant: [Cl:1][C:2]1[CH:15]=[CH:14][C:5]([CH2:6][NH:7][C@H:8]([CH3:13])[CH2:9][C:10]([OH:12])=O)=[C:4]([F:16])[C:3]=1[O:17][C:18]1[CH:23]=[CH:22][CH:21]=[CH:20][CH:19]=1.C(N(C(C)C)CC)(C)C.[NH2:33][CH2:34][CH2:35][NH:36]C(=O)OC(C)(C)C.F[P-](F)(F)(F)(F)F.N1(OC(N(C)C)=[N+](C)C)C2N=CC=CC=2N=N1. Product: [ClH:1].[ClH:1].[NH2:33][CH2:34][CH2:35][NH:36][C:10](=[O:12])[CH2:9][C@H:8]([NH:7][CH2:6][C:5]1[CH:14]=[CH:15][C:2]([Cl:1])=[C:3]([O:17][C:18]2[CH:23]=[CH:22][CH:21]=[CH:20][CH:19]=2)[C:4]=1[F:16])[CH3:13]. The catalyst class is: 18. (2) The catalyst class is: 212. Reactant: [C:1]([BH3-])#N.[Na+].[F:5][C:6]1[CH:11]=[CH:10][C:9]([NH:12][CH:13]2[CH2:18][CH2:17][N:16](C(OC(C)(C)C)=O)[CH2:15][CH2:14]2)=[CH:8][CH:7]=1.C=O.[ClH:28]. Product: [ClH:28].[ClH:28].[F:5][C:6]1[CH:7]=[CH:8][C:9]([N:12]([CH3:1])[CH:13]2[CH2:14][CH2:15][NH:16][CH2:17][CH2:18]2)=[CH:10][CH:11]=1. (3) Reactant: [F:1][C:2]1[CH:3]=[C:4]2[C:9](=[CH:10][CH:11]=1)[O:8][C@@H:7]([C@H:12]1[CH2:16][O:15]C(C)(C)[O:13]1)[CH2:6][CH2:5]2.O. Product: [F:1][C:2]1[CH:3]=[C:4]2[C:9](=[CH:10][CH:11]=1)[O:8][C@@H:7]([C@H:12]([OH:13])[CH2:16][OH:15])[CH2:6][CH2:5]2. The catalyst class is: 15. (4) Reactant: Cl.C(OC(=O)[NH:8][CH2:9][C:10]1[CH:15]=[C:14]([Cl:16])[CH:13]=[CH:12][C:11]=1[O:17][CH2:18][C:19]1[NH:20][CH2:21][CH2:22][N:23]=1)(C)(C)C. The catalyst class is: 798. Product: [Cl:16][C:14]1[CH:13]=[CH:12][C:11]([O:17][CH2:18][C:19]2[NH:23][CH2:22][CH2:21][N:20]=2)=[C:10]([CH:15]=1)[CH2:9][NH2:8].